From a dataset of Catalyst prediction with 721,799 reactions and 888 catalyst types from USPTO. Predict which catalyst facilitates the given reaction. Reactant: Br[C:2]1[CH:11]=[CH:10][C:5]2[NH:6][C:7](=[O:9])[O:8][C:4]=2[CH:3]=1.[Cu](C#N)[C:13]#[N:14]. Product: [O:9]=[C:7]1[NH:6][C:5]2[CH:10]=[CH:11][C:2]([C:13]#[N:14])=[CH:3][C:4]=2[O:8]1. The catalyst class is: 39.